From a dataset of Forward reaction prediction with 1.9M reactions from USPTO patents (1976-2016). Predict the product of the given reaction. (1) Given the reactants [F:1][C:2]([F:48])([F:47])[CH:3]([NH:36]C(=O)OCC1C=CC=CC=1)[C:4]([NH:6][C@@:7]([C:22]1[CH:27]=[C:26]([O:28][C:29]([F:34])([F:33])[CH:30]([F:32])[F:31])[CH:25]=[C:24]([F:35])[CH:23]=1)([C:15]1[CH:20]=[CH:19][C:18]([F:21])=[CH:17][CH:16]=1)[CH2:8][C:9]1[CH:14]=[CH:13][CH:12]=[CH:11][CH:10]=1)=[O:5].[Si](I)(C)(C)C, predict the reaction product. The product is: [NH2:36][CH:3]([C:2]([F:47])([F:48])[F:1])[C:4]([NH:6][C@@:7]([C:22]1[CH:27]=[C:26]([O:28][C:29]([F:34])([F:33])[CH:30]([F:32])[F:31])[CH:25]=[C:24]([F:35])[CH:23]=1)([C:15]1[CH:16]=[CH:17][C:18]([F:21])=[CH:19][CH:20]=1)[CH2:8][C:9]1[CH:10]=[CH:11][CH:12]=[CH:13][CH:14]=1)=[O:5]. (2) The product is: [C:12]1([C:9]2[CH:8]=[C:7]([OH:18])[C:6]3[C:11](=[C:2]([CH:21]=[CH2:22])[CH:3]=[CH:4][CH:5]=3)[N:10]=2)[CH:17]=[CH:16][CH:15]=[CH:14][CH:13]=1. Given the reactants Br[C:2]1[CH:3]=[CH:4][CH:5]=[C:6]2[C:11]=1[N:10]=[C:9]([C:12]1[CH:17]=[CH:16][CH:15]=[CH:14][CH:13]=1)[CH:8]=[C:7]2[OH:18].[Cl-].[Li+].[CH2:21](C([SnH3])=C(CCCC)CCCC)[CH2:22]CC, predict the reaction product. (3) Given the reactants [CH:1]1([CH2:7][C@@H:8]([NH:25][CH3:26])[CH2:9][N:10]2[CH2:15][CH2:14][N:13]([C:16]3[CH:24]=[CH:23][CH:22]=[C:21]4[C:17]=3[CH:18]=[CH:19][NH:20]4)[CH2:12][CH2:11]2)[CH2:6][CH2:5][CH2:4][CH2:3][CH2:2]1.C(N(CC)CC)C.[CH:34]1([C:40](Cl)=[O:41])[CH2:39][CH2:38][CH2:37][CH2:36][CH2:35]1, predict the reaction product. The product is: [CH:1]1([CH2:7][C@@H:8]([N:25]([CH3:26])[C:40]([CH:34]2[CH2:39][CH2:38][CH2:37][CH2:36][CH2:35]2)=[O:41])[CH2:9][N:10]2[CH2:11][CH2:12][N:13]([C:16]3[CH:24]=[CH:23][CH:22]=[C:21]4[C:17]=3[CH:18]=[CH:19][NH:20]4)[CH2:14][CH2:15]2)[CH2:2][CH2:3][CH2:4][CH2:5][CH2:6]1. (4) Given the reactants [C:1]([C:4]1[C:22](=[O:23])[C@@:8]2([CH3:24])[C:9]3[C:15]([OH:16])=[CH:14][C:13]([O:17][CH3:18])=[C:12]([C:19]([NH2:21])=[O:20])[C:10]=3[O:11][C:7]2=[CH:6][C:5]=1[OH:25])(=[O:3])[CH3:2].[CH3:26][C:27]1[C:34]([CH3:35])=[CH:33][C:32]([CH3:36])=[C:31]([CH3:37])[C:28]=1[CH:29]=O.C([SiH](CC)CC)C.FC(F)(F)C(O)=O, predict the reaction product. The product is: [C:1]([C:4]1[C:22](=[O:23])[C@@:8]2([CH3:24])[C:9]3[C:15]([OH:16])=[CH:14][C:13]([O:17][CH3:18])=[C:12]([C:19]([NH:21][CH2:29][C:28]4[C:27]([CH3:26])=[C:34]([CH3:35])[CH:33]=[C:32]([CH3:36])[C:31]=4[CH3:37])=[O:20])[C:10]=3[O:11][C:7]2=[CH:6][C:5]=1[OH:25])(=[O:3])[CH3:2]. (5) The product is: [CH3:23][C@:20]12[C@@:19]3([CH3:24])[C@@H:10]([C@:11]4([CH3:40])[C@@H:16]([CH2:17][CH2:18]3)[C:15]([CH3:25])([CH3:26])[C:14]([C:27]3[CH:28]=[CH:29][C:30]([C:31]([O:33][C:34]([CH3:35])([CH3:36])[CH3:37])=[O:32])=[CH:38][CH:39]=3)=[CH:13][CH2:12]4)[CH2:9][CH2:8][C@@H:7]1[C@H:6]1[C@H:41]([C:44]([CH3:46])=[CH2:45])[CH2:42][CH2:43][C@:5]1([CH2:4][NH:1][CH2:2][CH2:3][N:54]1[CH2:55][CH2:56][N:51]([S:48]([CH3:47])(=[O:50])=[O:49])[CH2:52][CH2:53]1)[CH2:22][CH2:21]2. Given the reactants [N:1]1([CH2:4][C@:5]23[CH2:43][CH2:42][C@@H:41]([C:44]([CH3:46])=[CH2:45])[C@@H:6]2[C@@H:7]2[C@@:20]([CH3:23])([CH2:21][CH2:22]3)[C@@:19]3([CH3:24])[C@@H:10]([C@:11]4([CH3:40])[C@@H:16]([CH2:17][CH2:18]3)[C:15]([CH3:26])([CH3:25])[C:14]([C:27]3[CH:39]=[CH:38][C:30]([C:31]([O:33][C:34]([CH3:37])([CH3:36])[CH3:35])=[O:32])=[CH:29][CH:28]=3)=[CH:13][CH2:12]4)[CH2:9][CH2:8]2)[CH2:3][CH2:2]1.[CH3:47][S:48]([N:51]1[CH2:56][CH2:55][NH:54][CH2:53][CH2:52]1)(=[O:50])=[O:49], predict the reaction product. (6) Given the reactants C[O:2][C:3](=[O:16])[C:4]1[CH:9]=[CH:8][C:7]([O:10][CH2:11][C:12]([O:14]C)=[O:13])=[CH:6][CH:5]=1.[OH-].[Na+].Cl, predict the reaction product. The product is: [C:12]([CH2:11][O:10][C:7]1[CH:8]=[CH:9][C:4]([C:3]([OH:16])=[O:2])=[CH:5][CH:6]=1)([OH:14])=[O:13]. (7) Given the reactants [CH:1]1([NH:4][C:5](=[O:31])[C:6]2[CH:11]=[C:10]([F:12])[C:9]([CH3:13])=[C:8]([C:14]3[CH:15]=[C:16]4[C:21](=[CH:22][CH:23]=3)[C:20](=[O:24])[N:19]([CH2:25][CH:26]3[CH2:28][CH2:27]3)[CH:18]=[C:17]4[CH:29]=O)[CH:7]=2)[CH2:3][CH2:2]1.[OH:32][CH2:33][C@H:34]1[CH2:39][NH:38][CH2:37][CH2:36][N:35]1C(OC(C)(C)C)=O.C(O[BH-](OC(=O)C)OC(=O)C)(=O)C.[Na+], predict the reaction product. The product is: [CH:1]1([NH:4][C:5](=[O:31])[C:6]2[CH:11]=[C:10]([F:12])[C:9]([CH3:13])=[C:8]([C:14]3[CH:15]=[C:16]4[C:21](=[CH:22][CH:23]=3)[C:20](=[O:24])[N:19]([CH2:25][CH:26]3[CH2:27][CH2:28]3)[CH:18]=[C:17]4[CH2:29][N:38]3[CH2:37][CH2:36][NH:35][C@@H:34]([CH2:33][OH:32])[CH2:39]3)[CH:7]=2)[CH2:2][CH2:3]1. (8) Given the reactants [Cl:1][C:2]1[CH:7]=[CH:6][C:5]([S:8][C:9]2[CH:14]=[CH:13][CH:12]=[CH:11][C:10]=2[C:15]([CH3:20])=[CH:16][C:17]([OH:19])=O)=[CH:4][CH:3]=1.[NH2:21][CH2:22][CH2:23][C:24]1[CH:29]=[CH:28][N:27]=[CH:26][CH:25]=1, predict the reaction product. The product is: [Cl:1][C:2]1[CH:3]=[CH:4][C:5]([S:8][C:9]2[CH:14]=[CH:13][CH:12]=[CH:11][C:10]=2[C:15]([CH3:20])=[CH:16][C:17]([NH:21][CH2:22][CH2:23][C:24]2[CH:29]=[CH:28][N:27]=[CH:26][CH:25]=2)=[O:19])=[CH:6][CH:7]=1. (9) Given the reactants [Cl:1][C:2]1[CH:7]=[CH:6][C:5]([C:8]2[N:9]([CH2:14][C@H:15]([OH:20])[C:16]([F:19])([F:18])[F:17])[C:10](=[O:13])[NH:11][N:12]=2)=[CH:4][CH:3]=1.Br[CH2:22][C:23]1[O:27][C:26]([C:28]2[CH:33]=[CH:32][CH:31]=[C:30]([Cl:34])[C:29]=2[Cl:35])=[N:25][CH:24]=1, predict the reaction product. The product is: [Cl:1][C:2]1[CH:7]=[CH:6][C:5]([C:8]2[N:9]([CH2:14][C@H:15]([OH:20])[C:16]([F:18])([F:19])[F:17])[C:10](=[O:13])[N:11]([CH2:22][C:23]3[O:27][C:26]([C:28]4[CH:33]=[CH:32][CH:31]=[C:30]([Cl:34])[C:29]=4[Cl:35])=[N:25][CH:24]=3)[N:12]=2)=[CH:4][CH:3]=1.